Regression/Classification. Given a drug SMILES string, predict its toxicity properties. Task type varies by dataset: regression for continuous values (e.g., LD50, hERG inhibition percentage) or binary classification for toxic/non-toxic outcomes (e.g., AMES mutagenicity, cardiotoxicity, hepatotoxicity). Dataset: ld50_zhu. From a dataset of Acute oral toxicity (LD50) regression data from Zhu et al.. The molecule is Nc1nc2cc(Cl)c(Br)cc2o1. The rat oral LD50 is 3.25, given as -log10 of the dose in mol/kg body weight (higher means more acutely toxic).